From a dataset of Catalyst prediction with 721,799 reactions and 888 catalyst types from USPTO. Predict which catalyst facilitates the given reaction. (1) Reactant: [NH2:1][C:2]1[CH:3]=[C:4]2[C:9]3=[C:10]([CH2:12][CH2:13][CH2:14][N:8]3[CH2:7][C@@H:6]3[CH2:15][N:16]([C:18]([O:20][C:21]([CH3:24])([CH3:23])[CH3:22])=[O:19])[CH2:17][C@H:5]23)[CH:11]=1.Br[C:26]1[CH:31]=[CH:30][CH:29]=[CH:28][CH:27]=1.C1C=CC(P(C2C(C3C(P(C4C=CC=CC=4)C4C=CC=CC=4)=CC=C4C=3C=CC=C4)=C3C(C=CC=C3)=CC=2)C2C=CC=CC=2)=CC=1.CC(C)([O-])C.[Na+]. Product: [NH:1]([C:2]1[CH:3]=[C:4]2[C:9]3=[C:10]([CH2:12][CH2:13][CH2:14][N:8]3[CH2:7][C@@H:6]3[CH2:15][N:16]([C:18]([O:20][C:21]([CH3:24])([CH3:23])[CH3:22])=[O:19])[CH2:17][C@H:5]23)[CH:11]=1)[C:26]1[CH:31]=[CH:30][CH:29]=[CH:28][CH:27]=1. The catalyst class is: 101. (2) Reactant: O=P(Cl)(Cl)Cl.[CH2:6]([N:13]1[C:18]2[CH:19]=[C:20]([Cl:23])[CH:21]=[CH:22][C:17]=2[O:16][CH:15]([C:24]([N:26]2[CH2:31][CH2:30][C:29]([CH2:34][C:35]3[CH:40]=[CH:39][C:38]([F:41])=[CH:37][CH:36]=3)([C:32]#[N:33])[CH2:28][CH2:27]2)=[O:25])[CH2:14]1)[C:7]1[CH:12]=[CH:11][CH:10]=[CH:9][CH:8]=1.CN([CH:45]=[O:46])C.O=P(Cl)(Cl)Cl. Product: [CH2:6]([N:13]1[C:18]2[CH:19]=[C:20]([Cl:23])[C:21]([CH:45]=[O:46])=[CH:22][C:17]=2[O:16][CH:15]([C:24]([N:26]2[CH2:31][CH2:30][C:29]([CH2:34][C:35]3[CH:40]=[CH:39][C:38]([F:41])=[CH:37][CH:36]=3)([C:32]#[N:33])[CH2:28][CH2:27]2)=[O:25])[CH2:14]1)[C:7]1[CH:8]=[CH:9][CH:10]=[CH:11][CH:12]=1. The catalyst class is: 3. (3) Reactant: C(OC(=O)[NH:10][C:11]1[CH:16]=[CH:15][C:14]([O:17][C:18]2[CH:23]=[CH:22][N:21]=[C:20]([NH:24][C:25]([N:27]3[CH2:32][CH2:31][CH:30]([N:33]4[CH2:36][CH2:35][CH2:34]4)[CH2:29][CH2:28]3)=[O:26])[CH:19]=2)=[CH:13][C:12]=1[F:37])C1C=CC=CC=1. Product: [NH2:10][C:11]1[CH:16]=[CH:15][C:14]([O:17][C:18]2[CH:23]=[CH:22][N:21]=[C:20]([NH:24][C:25]([N:27]3[CH2:32][CH2:31][CH:30]([N:33]4[CH2:36][CH2:35][CH2:34]4)[CH2:29][CH2:28]3)=[O:26])[CH:19]=2)=[CH:13][C:12]=1[F:37]. The catalyst class is: 457. (4) Reactant: [Cl:1][C:2]1[CH:7]=[CH:6][C:5]([O:8][CH3:9])=[CH:4][C:3]=1[F:10].C([Li])CCC.[I:16]I. Product: [Cl:1][C:2]1[CH:7]=[CH:6][C:5]([O:8][CH3:9])=[C:4]([I:16])[C:3]=1[F:10]. The catalyst class is: 7. (5) Reactant: [CH3:1][O:2][C:3]1[CH:4]=[C:5]([C:10]([C@@H:12]2[C@:21]3([CH3:22])[C@H:16]([C:17]([CH3:24])([CH3:23])[CH2:18][CH2:19][CH2:20]3)[CH2:15][CH2:14][C@@:13]2([CH3:26])O)=[O:11])[CH:6]=[C:7]([CH3:9])[CH:8]=1.Cl[Sn](Cl)(Cl)Cl. Product: [CH3:26][C:13]1[C@H:12]([C:10]([C:5]2[CH:6]=[C:7]([CH3:9])[CH:8]=[C:3]([O:2][CH3:1])[CH:4]=2)=[O:11])[C@:21]2([CH3:22])[C@@H:16]([CH2:15][CH:14]=1)[C:17]([CH3:23])([CH3:24])[CH2:18][CH2:19][CH2:20]2. The catalyst class is: 34. (6) Reactant: [CH3:1][C:2]1[O:3][C:4]2[C:9]([C:10](=[O:12])[CH:11]=1)=[CH:8][CH:7]=[CH:6][C:5]=2[CH:13]=[C:14]([C:23](=O)[CH3:24])[C:15]([O:17][CH2:18][CH:19]1[CH2:22][CH2:21][CH2:20]1)=[O:16].[NH2:26][C:27]([CH3:31])=[CH:28][C:29]#[N:30]. Product: [C:29]([C:28]1[CH:13]([C:5]2[CH:6]=[CH:7][CH:8]=[C:9]3[C:4]=2[O:3][C:2]([CH3:1])=[CH:11][C:10]3=[O:12])[C:14]([C:15]([O:17][CH2:18][CH:19]2[CH2:22][CH2:21][CH2:20]2)=[O:16])=[C:23]([CH3:24])[NH:26][C:27]=1[CH3:31])#[N:30]. The catalyst class is: 8.